This data is from In vitro SARS-CoV-2 activity screen of 1,480 approved drugs from Prestwick library. The task is: Binary Classification. Given a drug SMILES string, predict its activity (active/inactive) in a high-throughput screening assay against a specified biological target. (1) The drug is CCN(CC)CCOCCOC(=O)C(CC)(CC)c1ccccc1.O=C(O)CC(O)(CC(=O)O)C(=O)O. The result is 0 (inactive). (2) The compound is COC(=O)C1=C(C)NC(C)=C(C(=O)OCCN2CCN(C(c3ccccc3)c3ccccc3)CC2)C1c1cccc([N+](=O)[O-])c1.Cl.Cl. The result is 0 (inactive). (3) The molecule is Clc1ccc(Nc2nnc(Cc3ccncc3)c3ccccc23)cc1. The result is 0 (inactive). (4) The drug is O=C(O)C1CSCN1. The result is 0 (inactive). (5) The molecule is CC[C@@H](CO)NCCN[C@@H](CC)CO.Cl.Cl. The result is 0 (inactive). (6) The drug is Cc1[nH]cnc1CN1CCc2c(c3ccccc3n2C)C1=O.Cl. The result is 0 (inactive). (7) The result is 0 (inactive). The compound is CC(=O)N(O)CCCCCNC(=O)CCC(=O)N(O)CCCCCNC(=O)CCC(=O)N(O)CCCCCN.CS(=O)(=O)O.